Dataset: Catalyst prediction with 721,799 reactions and 888 catalyst types from USPTO. Task: Predict which catalyst facilitates the given reaction. (1) Reactant: [Cl:1][C:2]1[C:7]([Cl:8])=[CH:6][CH:5]=[CH:4][C:3]=1[C:9]([N:11]1[CH2:16][CH2:15][NH:14][C:13](=[O:17])[CH2:12]1)=[O:10].[H-].[Na+].Br[CH2:21][C:22]1[CH:27]=[CH:26][C:25]([F:28])=[CH:24][C:23]=1[Cl:29]. Product: [Cl:29][C:23]1[CH:24]=[C:25]([F:28])[CH:26]=[CH:27][C:22]=1[CH2:21][N:14]1[CH2:15][CH2:16][N:11]([C:9]([C:3]2[CH:4]=[CH:5][CH:6]=[C:7]([Cl:8])[C:2]=2[Cl:1])=[O:10])[CH2:12][C:13]1=[O:17]. The catalyst class is: 9. (2) Reactant: NN.O=C1C2C(=CC=CC=2)C(=O)[N:5]1[O:14][CH:15]1[CH2:20][CH2:19][N:18]([C:21]([O:23][C:24]([CH3:27])([CH3:26])[CH3:25])=[O:22])[CH2:17][CH2:16]1. Product: [NH2:5][O:14][CH:15]1[CH2:16][CH2:17][N:18]([C:21]([O:23][C:24]([CH3:27])([CH3:26])[CH3:25])=[O:22])[CH2:19][CH2:20]1. The catalyst class is: 8. (3) Reactant: [C:1]([O:5][C:6](=[O:18])[NH:7][CH2:8][C:9]([C:11]1[CH:16]=[CH:15][C:14](Br)=[CH:13][CH:12]=1)=[O:10])([CH3:4])([CH3:3])[CH3:2].[CH3:19][O:20][C:21](=[O:54])[NH:22][CH:23]([C:27]([N:29]1[CH2:33][CH2:32][CH2:31][CH:30]1[C:34]1[NH:35][C:36]([C:39]2[CH:44]=[CH:43][C:42](B3OC(C)(C)C(C)(C)O3)=[CH:41][CH:40]=2)=[CH:37][N:38]=1)=[O:28])[CH:24]([CH3:26])[CH3:25].C(=O)([O-])[O-].[K+].[K+].COCCOC. Product: [CH3:19][O:20][C:21](=[O:54])[NH:22][CH:23]([C:27]([N:29]1[CH2:33][CH2:32][CH2:31][CH:30]1[C:34]1[NH:35][C:36]([C:39]2[CH:40]=[CH:41][C:42]([C:14]3[CH:15]=[CH:16][C:11]([C:9](=[O:10])[CH2:8][NH:7][C:6]([O:5][C:1]([CH3:4])([CH3:3])[CH3:2])=[O:18])=[CH:12][CH:13]=3)=[CH:43][CH:44]=2)=[CH:37][N:38]=1)=[O:28])[CH:24]([CH3:26])[CH3:25]. The catalyst class is: 103. (4) Reactant: Cl[C:2]1[CH:7]=[C:6]([Cl:8])[N:5]=[C:4]([O:9][CH2:10][C@H:11]2[CH2:15][CH2:14][CH2:13][O:12]2)[N:3]=1.Cl.Cl.[CH3:18][N:19]1[CH:23]=[C:22]([C:24]2[CH:25]=[C:26]([O:31][CH2:32][CH:33]3[CH2:38][CH2:37][NH:36][CH2:35][CH2:34]3)[C:27]([NH2:30])=[N:28][CH:29]=2)[N:21]=[CH:20]1.CCN(C(C)C)C(C)C.CCOC(C)=O. Product: [Cl:8][C:6]1[N:5]=[C:4]([O:9][CH2:10][C@H:11]2[CH2:15][CH2:14][CH2:13][O:12]2)[N:3]=[C:2]([N:36]2[CH2:37][CH2:38][CH:33]([CH2:32][O:31][C:26]3[C:27]([NH2:30])=[N:28][CH:29]=[C:24]([C:22]4[N:21]=[CH:20][N:19]([CH3:18])[CH:23]=4)[CH:25]=3)[CH2:34][CH2:35]2)[CH:7]=1. The catalyst class is: 5. (5) Product: [C:6]([C:8]1[CH:9]=[C:10]2[C:15](=[CH:16][C:17]=1[O:18][CH2:19][CH:20]([OH:21])[CH2:22][N:1]1[CH2:5][CH2:4][CH2:3][CH2:2]1)[N:14]=[CH:13][CH:12]=[C:11]2[O:23][C:24]1[CH:29]=[CH:28][C:27]([NH:30][C:31]([NH:33][C:34]2[CH:35]=[CH:36][C:37]([F:40])=[CH:38][CH:39]=2)=[O:32])=[C:26]([F:41])[CH:25]=1)#[N:7]. Reactant: [NH:1]1[CH2:5][CH2:4][CH2:3][CH2:2]1.[C:6]([C:8]1[CH:9]=[C:10]2[C:15](=[CH:16][C:17]=1[O:18][CH2:19][CH:20]1[CH2:22][O:21]1)[N:14]=[CH:13][CH:12]=[C:11]2[O:23][C:24]1[CH:29]=[CH:28][C:27]([NH:30][C:31]([NH:33][C:34]2[CH:39]=[CH:38][C:37]([F:40])=[CH:36][CH:35]=2)=[O:32])=[C:26]([F:41])[CH:25]=1)#[N:7]. The catalyst class is: 7. (6) Reactant: N1C(C)=CC=CC=1C.[O:9]([S:17]([C:20]([F:23])([F:22])[F:21])(=[O:19])=[O:18])S(C(F)(F)F)(=O)=O.[F:24][C:25]([F:30])([F:29])[CH2:26][CH2:27]O. Product: [F:23][C:20]([F:21])([F:22])[S:17]([O:9][CH2:27][CH2:26][C:25]([F:30])([F:29])[F:24])(=[O:18])=[O:19]. The catalyst class is: 2. (7) Reactant: [C:1]([C:5]1[CH:25]=[CH:24][C:8]2[NH:9][C:10]([C@@H:12]([NH:16]C(=O)OC(C)(C)C)[C@H:13]([OH:15])[CH3:14])=[N:11][C:7]=2[CH:6]=1)([CH3:4])([CH3:3])[CH3:2].C(O)(C(F)(F)F)=O. Product: [NH2:16][C@H:12]([C:10]1[NH:9][C:8]2[CH:24]=[CH:25][C:5]([C:1]([CH3:2])([CH3:4])[CH3:3])=[CH:6][C:7]=2[N:11]=1)[C@H:13]([OH:15])[CH3:14]. The catalyst class is: 2. (8) Reactant: [Br:1][C:2]1[CH:10]=[C:9]2[C:5]([C:6]([C:11]([OH:13])=O)=[N:7][NH:8]2)=[CH:4][CH:3]=1.C1N=CN(C(N2C=NC=C2)=O)C=1.[NH:26]1[CH2:31][CH2:30][O:29][CH2:28][CH2:27]1. Product: [Br:1][C:2]1[CH:10]=[C:9]2[C:5]([C:6]([C:11]([N:26]3[CH2:31][CH2:30][O:29][CH2:28][CH2:27]3)=[O:13])=[N:7][NH:8]2)=[CH:4][CH:3]=1. The catalyst class is: 3. (9) Reactant: [OH:1][C:2]1[CH:10]=[CH:9][C:8]([NH:11][CH2:12][C:13]2[C:18]([F:19])=[C:17]([F:20])[C:16]([C:21]([F:24])([F:23])[F:22])=[C:15]([F:25])[C:14]=2[F:26])=[CH:7][C:3]=1[C:4]([OH:6])=[O:5].[OH-].[K+:28]. Product: [OH:1][C:2]1[CH:10]=[CH:9][C:8]([NH:11][CH2:12][C:13]2[C:14]([F:26])=[C:15]([F:25])[C:16]([C:21]([F:24])([F:23])[F:22])=[C:17]([F:20])[C:18]=2[F:19])=[CH:7][C:3]=1[C:4]([O-:6])=[O:5].[K+:28]. The catalyst class is: 8.